Dataset: Reaction yield outcomes from USPTO patents with 853,638 reactions. Task: Predict the reaction yield, written as a fraction of the theoretical maximum amount of product (1.0 means a 100% yield; for example, 0.34 means a 34% yield). (1) The reactants are [NH2:1][C:2]1[CH:3]=[N:4][CH:5]=[CH:6][C:7]=1[Cl:8].N1C=CC=CC=1.Cl[C:16](OC1C=CC=CC=1)=[O:17].C([O-])([O-])=O.[K+].[K+].[F:31][C:32]1([F:48])[O:36][C:35]2[CH:37]=[CH:38][C:39]([CH2:41][N:42]3[CH2:47][CH2:46][NH:45][CH2:44][CH2:43]3)=[CH:40][C:34]=2[O:33]1. The catalyst is O.C1(C)C=CC=CC=1. The product is [Cl:8][C:7]1[CH:6]=[CH:5][N:4]=[CH:3][C:2]=1[NH:1][C:16]([N:45]1[CH2:44][CH2:43][N:42]([CH2:41][C:39]2[CH:38]=[CH:37][C:35]3[O:36][C:32]([F:31])([F:48])[O:33][C:34]=3[CH:40]=2)[CH2:47][CH2:46]1)=[O:17]. The yield is 0.690. (2) The catalyst is ClCCl. The reactants are [C:1]([C:3]1[C:4]([C:25]2[CH:30]=[CH:29][C:28]([Cl:31])=[CH:27][C:26]=2[Cl:32])=[C:5]([C:20]([O:22][CH2:23][CH3:24])=[O:21])[S:6][C:7]=1[NH:8]CC1C=CC(OC)=CC=1OC)#[N:2].FC(F)(F)C(O)=O. The product is [NH2:8][C:7]1[S:6][C:5]([C:20]([O:22][CH2:23][CH3:24])=[O:21])=[C:4]([C:25]2[CH:30]=[CH:29][C:28]([Cl:31])=[CH:27][C:26]=2[Cl:32])[C:3]=1[C:1]#[N:2]. The yield is 0.900. (3) The reactants are [C:1]([O:5][C:6]([N:8]1[CH2:13][CH2:12][N:11]([CH:14]([C:27]2[CH:32]=[CH:31][CH:30]=[CH:29][C:28]=2[Cl:33])[CH2:15][N:16]2C(=O)C3C(=CC=CC=3)C2=O)[CH2:10][CH2:9]1)=[O:7])([CH3:4])([CH3:3])[CH3:2].NN. The catalyst is CCO.CCOC(C)=O. The product is [C:1]([O:5][C:6]([N:8]1[CH2:13][CH2:12][N:11]([CH:14]([C:27]2[CH:32]=[CH:31][CH:30]=[CH:29][C:28]=2[Cl:33])[CH2:15][NH2:16])[CH2:10][CH2:9]1)=[O:7])([CH3:4])([CH3:2])[CH3:3]. The yield is 1.00. (4) The reactants are [CH:1]1[C:11]2[CH2:10][CH2:9][C:8]3[CH:12]=[CH:13][CH:14]=[CH:15][C:7]=3[C:6](=[CH:16][C:17]3[CH:18]=[C:19]([NH2:23])[CH:20]=[CH:21][CH:22]=3)[C:5]=2[CH:4]=[CH:3][CH:2]=1.[CH3:24][N:25]([CH3:30])[S:26](Cl)(=[O:28])=[O:27]. No catalyst specified. The product is [CH:1]1[C:11]2[CH2:10][CH2:9][C:8]3[CH:12]=[CH:13][CH:14]=[CH:15][C:7]=3[C:6](=[CH:16][C:17]3[CH:18]=[C:19]([NH:23][S:26](=[O:28])(=[O:27])[N:25]([CH3:30])[CH3:24])[CH:20]=[CH:21][CH:22]=3)[C:5]=2[CH:4]=[CH:3][CH:2]=1. The yield is 0.680. (5) The reactants are [CH2:1]([N:3]1[C:7]([NH:8][C:9](=[O:25])[C@@H:10]([NH:18][CH2:19][C:20]([O:22][CH2:23][CH3:24])=[O:21])[CH2:11][C:12]2[CH:17]=[CH:16][CH:15]=[CH:14][CH:13]=2)=[CH:6][C:5]([C:26]2[CH:31]=[CH:30][N:29]=[CH:28][CH:27]=2)=[N:4]1)[CH3:2].[ClH:32]. The catalyst is O1CCOCC1. The product is [ClH:32].[ClH:32].[CH2:1]([N:3]1[C:7]([NH:8][C:9](=[O:25])[C@@H:10]([NH:18][CH2:19][C:20]([O:22][CH2:23][CH3:24])=[O:21])[CH2:11][C:12]2[CH:13]=[CH:14][CH:15]=[CH:16][CH:17]=2)=[CH:6][C:5]([C:26]2[CH:27]=[CH:28][N:29]=[CH:30][CH:31]=2)=[N:4]1)[CH3:2]. The yield is 1.00. (6) The reactants are [Br:1][C:2]1[CH:7]=[CH:6][C:5]([C:8]([C:10]2[CH:15]=[CH:14][C:13]([O:16]C)=[CH:12][CH:11]=2)=[O:9])=[C:4]([F:18])[CH:3]=1.[Al+3].[Cl-].[Cl-].[Cl-].O. The catalyst is C1C=CC=CC=1. The product is [Br:1][C:2]1[CH:7]=[CH:6][C:5]([C:8]([C:10]2[CH:15]=[CH:14][C:13]([OH:16])=[CH:12][CH:11]=2)=[O:9])=[C:4]([F:18])[CH:3]=1. The yield is 0.970. (7) The reactants are [NH2:1][C:2]1[N:11]=[CH:10][C:9]2[C:8]([NH:12][C:13]3[CH:18]=[CH:17][CH:16]=[C:15]([Br:19])[CH:14]=3)=[N:7][CH:6]=[N:5][C:4]=2[CH:3]=1.[C:20](OC(=O)C)(=[O:22])[CH3:21].C(N(CC)CC)C. The catalyst is CN(C1C=CN=CC=1)C. The product is [C:20]([NH:1][C:2]1[N:11]=[CH:10][C:9]2[C:8]([NH:12][C:13]3[CH:18]=[CH:17][CH:16]=[C:15]([Br:19])[CH:14]=3)=[N:7][CH:6]=[N:5][C:4]=2[CH:3]=1)(=[O:22])[CH3:21]. The yield is 0.0770.